This data is from Full USPTO retrosynthesis dataset with 1.9M reactions from patents (1976-2016). The task is: Predict the reactants needed to synthesize the given product. (1) Given the product [CH2:20]([N:1]1[CH2:10][CH2:9][CH:4]([C:5]([O:7][CH3:8])=[O:6])[CH2:3][CH2:2]1)[C:19]#[CH:18], predict the reactants needed to synthesize it. The reactants are: [NH:1]1[CH2:10][CH2:9][CH:4]([C:5]([O:7][CH3:8])=[O:6])[CH2:3][CH2:2]1.C(N(CC)CC)C.[CH2:18](Br)[C:19]#[CH:20].O. (2) Given the product [C:1]([CH:5]1[CH2:10][CH2:9][CH:8]([N:11]([CH2:28][C:29]2[CH:30]=[CH:31][C:32]([C:33]([OH:35])=[O:34])=[CH:37][CH:38]=2)[C:12]2[N:16]([CH2:17][CH2:18][OH:19])[C:15]3[CH:24]=[CH:25][CH:26]=[CH:27][C:14]=3[N:13]=2)[CH2:7][CH2:6]1)([CH3:4])([CH3:2])[CH3:3], predict the reactants needed to synthesize it. The reactants are: [C:1]([CH:5]1[CH2:10][CH2:9][CH:8]([N:11]([CH2:28][C:29]2[CH:38]=[CH:37][C:32]([C:33]([O:35]C)=[O:34])=[CH:31][CH:30]=2)[C:12]2[N:16]([CH2:17][CH2:18][O:19][Si](C)(C)C)[C:15]3[CH:24]=[CH:25][CH:26]=[CH:27][C:14]=3[N:13]=2)[CH2:7][CH2:6]1)([CH3:4])([CH3:3])[CH3:2].[Li+].[OH-].CCOC(C)=O.Cl. (3) Given the product [CH3:14][C:8]([C:5]1[CH:6]=[CH:7][C:2]([CH:29]=[O:30])=[CH:3][CH:4]=1)([CH3:15])[CH2:9][CH2:10][CH:11]([CH3:13])[CH3:12], predict the reactants needed to synthesize it. The reactants are: Br[C:2]1[CH:7]=[CH:6][C:5]([C:8]([CH3:15])([CH3:14])[CH2:9][CH2:10][CH:11]([CH3:13])[CH3:12])=[CH:4][CH:3]=1.C([Li])CCC.CCCCCC.CN(C)[CH:29]=[O:30].